Dataset: Reaction yield outcomes from USPTO patents with 853,638 reactions. Task: Predict the reaction yield, written as a fraction of the theoretical maximum amount of product (1.0 means a 100% yield; for example, 0.34 means a 34% yield). The reactants are C[O:2][C:3](=[O:33])[CH2:4][C:5]1[CH:14]=[C:13]([CH:15]2[CH2:20][CH2:19][N:18]([S:21]([C:24]3[CH:29]=[C:28]([Cl:30])[CH:27]=[C:26]([Cl:31])[CH:25]=3)(=[O:23])=[O:22])[CH2:17][CH2:16]2)[C:12]2[C:7](=[CH:8][CH:9]=[C:10]([F:32])[CH:11]=2)[CH:6]=1.O.[OH-].[Li+]. The catalyst is C1COCC1.O. The product is [Cl:31][C:26]1[CH:25]=[C:24]([S:21]([N:18]2[CH2:19][CH2:20][CH:15]([C:13]3[C:12]4[C:7](=[CH:8][CH:9]=[C:10]([F:32])[CH:11]=4)[CH:6]=[C:5]([CH2:4][C:3]([OH:33])=[O:2])[CH:14]=3)[CH2:16][CH2:17]2)(=[O:23])=[O:22])[CH:29]=[C:28]([Cl:30])[CH:27]=1. The yield is 0.820.